This data is from Full USPTO retrosynthesis dataset with 1.9M reactions from patents (1976-2016). The task is: Predict the reactants needed to synthesize the given product. (1) Given the product [Cl:14][CH2:10][C:5]1[CH:6]=[CH:7][CH:8]=[CH:9][C:4]=1[S:3][CH2:1][CH3:2], predict the reactants needed to synthesize it. The reactants are: [CH2:1]([S:3][C:4]1[CH:9]=[CH:8][CH:7]=[CH:6][C:5]=1[CH2:10]O)[CH3:2].S(Cl)([Cl:14])=O. (2) Given the product [CH:22]([C:19]1[CH:18]=[CH:17][C:16]([NH:15][C:14]([CH:11]2[CH2:12][CH2:13][NH:8][CH2:9][CH2:10]2)=[O:25])=[CH:21][CH:20]=1)([CH3:24])[CH3:23], predict the reactants needed to synthesize it. The reactants are: C(OC([N:8]1[CH2:13][CH2:12][CH:11]([C:14](=[O:25])[NH:15][C:16]2[CH:21]=[CH:20][C:19]([CH:22]([CH3:24])[CH3:23])=[CH:18][CH:17]=2)[CH2:10][CH2:9]1)=O)(C)(C)C.FC(F)(F)C(O)=O. (3) Given the product [C:33]([O:32][C:30](=[O:31])[NH:29][C:28]1[CH:27]=[C:26]2[C:39](=[CH:38][CH:37]=1)[CH2:23][CH:24]([CH2:40][N:12]1[CH2:13][CH2:14][CH:9]([N:8]3[C:7]4[CH:17]=[CH:18][C:19]([CH3:21])=[CH:20][C:6]=4[N:5]=[C:4]3[CH3:3])[CH:10]([CH2:15][OH:16])[CH2:11]1)[CH2:25]2)([CH3:36])([CH3:35])[CH3:34], predict the reactants needed to synthesize it. The reactants are: Cl.Cl.[CH3:3][C:4]1[N:8]([C@H:9]2[CH2:14][CH2:13][NH:12][CH2:11][C@H:10]2[CH2:15][OH:16])[C:7]2[CH:17]=[CH:18][C:19]([CH3:21])=[CH:20][C:6]=2[N:5]=1.I[CH2:23][CH2:24][CH2:25][C:26]1[CH:27]=[C:28]([CH:37]=[CH:38][CH:39]=1)[NH:29][C:30]([O:32][C:33]([CH3:36])([CH3:35])[CH3:34])=[O:31].[C:40]([O-])([O-])=O.[Cs+].[Cs+]. (4) The reactants are: [Cl:1][C:2]1[CH:3]=[C:4]([CH:32]=[CH:33][C:34]=1[O:35][CH2:36][C:37]1[CH:42]=[CH:41][CH:40]=[C:39]([F:43])[CH:38]=1)[NH:5][C:6]1[C:15]2[C:10](=[CH:11][C:12]([O:24][CH2:25][CH:26]3[CH2:31][CH2:30][NH:29][CH2:28][CH2:27]3)=[CH:13][C:14]=2[O:16][CH:17]2[CH2:22][CH2:21][N:20]([CH3:23])[CH2:19][CH2:18]2)[N:9]=[CH:8][N:7]=1.C=O.[C:46](=O)([O-])O.[Na+]. Given the product [Cl:1][C:2]1[CH:3]=[C:4]([CH:32]=[CH:33][C:34]=1[O:35][CH2:36][C:37]1[CH:42]=[CH:41][CH:40]=[C:39]([F:43])[CH:38]=1)[NH:5][C:6]1[C:15]2[C:10](=[CH:11][C:12]([O:24][CH2:25][CH:26]3[CH2:27][CH2:28][N:29]([CH3:46])[CH2:30][CH2:31]3)=[CH:13][C:14]=2[O:16][CH:17]2[CH2:18][CH2:19][N:20]([CH3:23])[CH2:21][CH2:22]2)[N:9]=[CH:8][N:7]=1, predict the reactants needed to synthesize it. (5) Given the product [NH2:1][C@H:2]([C:13]([NH:15][C@H:16]([C:24]([NH:26][C@H:27]([C:35]([NH:37][C@H:38]([C:51]([NH2:53])=[O:52])[CH2:39][CH2:40][CH2:41][CH2:42][NH:43][C:44]([O:46][C:47]([CH3:48])([CH3:49])[CH3:50])=[O:45])=[O:36])[CH2:28][CH2:29][CH2:30][NH:31][C:32](=[NH:33])[NH2:34])=[O:25])[CH2:17][CH2:18][CH2:19][NH:20][C:21](=[NH:22])[NH2:23])=[O:14])[CH2:3][C:4]1[C:12]2[C:7](=[CH:8][CH:9]=[CH:10][CH:11]=2)[NH:6][CH:5]=1, predict the reactants needed to synthesize it. The reactants are: [NH:1](C(OCC1C=CC=CC=1)=O)[C@H:2]([C:13]([NH:15][C@H:16]([C:24]([NH:26][C@H:27]([C:35]([NH:37][C@H:38]([C:51]([NH2:53])=[O:52])[CH2:39][CH2:40][CH2:41][CH2:42][NH:43][C:44]([O:46][C:47]([CH3:50])([CH3:49])[CH3:48])=[O:45])=[O:36])[CH2:28][CH2:29][CH2:30][NH:31][C:32](=[NH:34])[NH2:33])=[O:25])[CH2:17][CH2:18][CH2:19][NH:20][C:21](=[NH:23])[NH2:22])=[O:14])[CH2:3][C:4]1[C:12]2[C:7](=[CH:8][CH:9]=[CH:10][CH:11]=2)[NH:6][CH:5]=1.